From a dataset of Catalyst prediction with 721,799 reactions and 888 catalyst types from USPTO. Predict which catalyst facilitates the given reaction. (1) Reactant: [C:1]([O:5][C:6]([CH2:8][N:9]([S:27]([C:30]1[CH:35]=[C:34]([Cl:36])[CH:33]=[C:32]([Cl:37])[CH:31]=1)(=[O:29])=[O:28])[C:10]1[CH:11]=[C:12]2[C:16](=[CH:17][CH:18]=1)[N:15]([C:19](=[O:22])[NH:20][CH3:21])[CH2:14][CH:13]2[C:23](OC)=[O:24])=[O:7])([CH3:4])([CH3:3])[CH3:2].[BH4-].[Li+].C(OCC)(=O)C.C(O)(=O)CC(CC(O)=O)(C(O)=O)O. Product: [Cl:37][C:32]1[CH:31]=[C:30]([S:27]([N:9]([CH2:8][C:6]([O:5][C:1]([CH3:4])([CH3:3])[CH3:2])=[O:7])[C:10]2[CH:11]=[C:12]3[C:16](=[CH:17][CH:18]=2)[N:15]([C:19](=[O:22])[NH:20][CH3:21])[CH2:14][CH:13]3[CH2:23][OH:24])(=[O:29])=[O:28])[CH:35]=[C:34]([Cl:36])[CH:33]=1. The catalyst class is: 7. (2) Reactant: Br[Zn]C[Zn]C[Zn]Br.C1OCCC1.B(F)(F)F.CCO[CH2:20][CH3:21].[F:22][C:23]1[CH:30]=[C:29]([N+:31]([O-:33])=[O:32])[CH:28]=[CH:27][C:24]=1C=O.Cl. Product: [F:22][C:23]1[CH:30]=[C:29]([N+:31]([O-:33])=[O:32])[CH:28]=[CH:27][C:24]=1[CH:20]=[CH2:21]. The catalyst class is: 1. (3) Product: [O:9]=[C:8]1[N:7]([CH2:6][C:5]2[CH:10]=[C:11]([O:15][CH3:16])[C:12]([O:13][CH3:14])=[C:3]([O:2][CH3:1])[CH:4]=2)[N:18]=[N:17][C:19]2=[C:20]([C:24]([NH2:26])=[O:25])[N:21]=[CH:22][N:23]12. The catalyst class is: 16. Reactant: [CH3:1][O:2][C:3]1[CH:4]=[C:5]([CH:10]=[C:11]([O:15][CH3:16])[C:12]=1[O:13][CH3:14])[CH2:6][N:7]=[C:8]=[O:9].[N+:17](=[C:19]1[N:23]=[CH:22][N:21]=[C:20]1[C:24]([NH2:26])=[O:25])=[N-:18]. (4) Reactant: [CH:1]1([NH:5][S:6]([C:9]2[CH:10]=[C:11]3[C:16](=[CH:17][CH:18]=2)[NH:15][CH:14]([C:19]2[CH:24]=[C:23]([F:25])[CH:22]=[C:21](Br)[CH:20]=2)[CH2:13][C:12]3([CH3:28])[CH3:27])(=[O:8])=[O:7])[CH2:4][CH2:3][CH2:2]1.[NH2:29][C:30]1([C:33]([OH:35])=[O:34])[CH2:32][CH2:31]1.C(=O)([O-])[O-].[K+].[K+]. The catalyst class is: 156. Product: [CH:1]1([NH:5][S:6]([C:9]2[CH:10]=[C:11]3[C:16](=[CH:17][CH:18]=2)[NH:15][CH:14]([C:19]2[CH:20]=[C:21]([NH:29][C:30]4([C:33]([OH:35])=[O:34])[CH2:32][CH2:31]4)[CH:22]=[C:23]([F:25])[CH:24]=2)[CH2:13][C:12]3([CH3:28])[CH3:27])(=[O:8])=[O:7])[CH2:4][CH2:3][CH2:2]1. (5) Reactant: [C:1]1(=[O:8])[O:7][C:5](=[O:6])[CH2:4][CH2:3][CH2:2]1.[OH:9][C@H:10]([C@H:16]([C@@H:18]1[C@:36]2([CH3:37])[C@H:21]([C@H:22]3[C@H:33]([CH2:34][CH2:35]2)[C@:31]2([CH3:32])[C:25]([CH2:26][C@H:27]([CH2:29][CH2:30]2)[OH:28])=[CH:24][CH2:23]3)[CH2:20][CH2:19]1)[CH3:17])[CH2:11][CH2:12][CH:13]([CH3:15])[CH3:14]. Product: [C:1]([OH:7])(=[O:8])[CH2:2][CH2:3][CH2:4][C:5]([OH:9])=[O:6].[C:1]([OH:7])(=[O:8])[CH2:2][CH2:3][CH2:4][C:5]([OH:9])=[O:6].[OH:9][C@H:10]([C@H:16]([C@@H:18]1[C@:36]2([CH3:37])[C@H:21]([C@H:22]3[C@H:33]([CH2:34][CH2:35]2)[C@:31]2([CH3:32])[C:25]([CH2:26][C@H:27]([CH2:29][CH2:30]2)[OH:28])=[CH:24][CH2:23]3)[CH2:20][CH2:19]1)[CH3:17])[CH2:11][CH2:12][CH:13]([CH3:15])[CH3:14]. The catalyst class is: 17.